From a dataset of Reaction yield outcomes from USPTO patents with 853,638 reactions. Predict the reaction yield, written as a fraction of the theoretical maximum amount of product (1.0 means a 100% yield; for example, 0.34 means a 34% yield). (1) The reactants are Cl.[NH2:2][C:3]1[N:8]=[CH:7][C:6](/[CH:9]=[C:10](\[CH3:14])/[C:11]([OH:13])=O)=[CH:5][CH:4]=1.[CH3:15][N:16]1[C:24]2[C:19](=[CH:20][CH:21]=[CH:22][CH:23]=2)[CH:18]=[C:17]1[CH2:25][NH:26][CH3:27].C1C=CC2N(O)N=NC=2C=1.O.CCN(CC)CC.C(Cl)CCl. The catalyst is CN(C=O)C.C(Cl)Cl. The product is [NH2:2][C:3]1[N:8]=[CH:7][C:6](/[CH:9]=[C:10](\[CH3:14])/[C:11]([N:26]([CH3:27])[CH2:25][C:17]2[N:16]([CH3:15])[C:24]3[C:19]([CH:18]=2)=[CH:20][CH:21]=[CH:22][CH:23]=3)=[O:13])=[CH:5][CH:4]=1. The yield is 0.750. (2) The product is [C:6]1([C:12]2[C:13]3[CH:22]=[CH:21][CH:20]=[CH:19][C:14]=3[S:15][C:16]=2[CH2:17][O:18][S:2]([CH3:1])(=[O:4])=[O:3])[CH:7]=[CH:8][CH:9]=[CH:10][CH:11]=1. The yield is 0.870. The catalyst is C(Cl)Cl.CS(Cl)(=O)=O. The reactants are [CH3:1][S:2](Cl)(=[O:4])=[O:3].[C:6]1([C:12]2[C:13]3[CH:22]=[CH:21][CH:20]=[CH:19][C:14]=3[S:15][C:16]=2[CH2:17][OH:18])[CH:11]=[CH:10][CH:9]=[CH:8][CH:7]=1.CCN(C(C)C)C(C)C. (3) The reactants are CC1(C)[O:6][CH:5]([CH2:7][O:8][C:9]2[CH:14]=[CH:13][C:12]([C:15]3[C:16]4[CH:23]=[C:22]([CH2:24][O:25][C:26]5[CH:31]=[CH:30][C:29]([C@@H:32]([C:39]#[C:40][CH3:41])[CH2:33][C:34]([O:36][CH2:37][CH3:38])=[O:35])=[CH:28][CH:27]=5)[CH:21]=[CH:20][C:17]=4[S:18][CH:19]=3)=[C:11]([CH3:42])[CH:10]=2)[CH2:4][O:3]1.Cl.O. The catalyst is C1COCC1. The product is [OH:6][CH:5]([CH2:4][OH:3])[CH2:7][O:8][C:9]1[CH:14]=[CH:13][C:12]([C:15]2[C:16]3[CH:23]=[C:22]([CH2:24][O:25][C:26]4[CH:31]=[CH:30][C:29]([C@@H:32]([C:39]#[C:40][CH3:41])[CH2:33][C:34]([O:36][CH2:37][CH3:38])=[O:35])=[CH:28][CH:27]=4)[CH:21]=[CH:20][C:17]=3[S:18][CH:19]=2)=[C:11]([CH3:42])[CH:10]=1. The yield is 0.750. (4) The reactants are [F:1][C:2]1[CH:7]=[CH:6][C:5]([F:8])=[CH:4][C:3]=1[O:9][C:10]1[CH:15]=[CH:14][C:13](I)=[CH:12][CH:11]=1.[CH3:17][C:18]1([CH3:34])[C:22]([CH3:24])([CH3:23])[O:21][B:20]([B:20]2[O:21][C:22]([CH3:24])([CH3:23])[C:18]([CH3:34])([CH3:17])[O:19]2)[O:19]1.C([O-])(=O)C.[K+]. The catalyst is CN(C)C=O.O.CC([O-])=O.CC([O-])=O.[Pd+2]. The product is [F:1][C:2]1[CH:7]=[CH:6][C:5]([F:8])=[CH:4][C:3]=1[O:9][C:10]1[CH:15]=[CH:14][C:13]([B:20]2[O:21][C:22]([CH3:24])([CH3:23])[C:18]([CH3:34])([CH3:17])[O:19]2)=[CH:12][CH:11]=1. The yield is 0.750. (5) The reactants are [CH3:1]C1C=CC(S(O)(=O)=O)=CC=1.[Br:12][C:13]1[CH:14]=[N:15][CH:16]=[CH:17][C:18]=1[CH:19]=[O:20].[CH2:21]([O:23]C(=O)C)C. The catalyst is CO.CCCCCC. The product is [Br:12][C:13]1[CH:14]=[N:15][CH:16]=[CH:17][C:18]=1[CH:19]([O:23][CH3:21])[O:20][CH3:1]. The yield is 0.935.